This data is from Full USPTO retrosynthesis dataset with 1.9M reactions from patents (1976-2016). The task is: Predict the reactants needed to synthesize the given product. (1) Given the product [CH3:1][O:2][C:3]1[CH:4]=[CH:5][C:6]([CH2:7][N:8]2[C:12]([CH2:13][CH2:14][O:15][CH3:16])=[C:11]([C:17]([O:19][CH2:20][CH3:21])=[O:18])[CH:10]=[N:9]2)=[CH:22][CH:23]=1, predict the reactants needed to synthesize it. The reactants are: [CH3:1][O:2][C:3]1[CH:23]=[CH:22][C:6]([CH2:7][N:8]2[C:12](/[CH:13]=[CH:14]/[O:15][CH3:16])=[C:11]([C:17]([O:19][CH2:20][CH3:21])=[O:18])[CH:10]=[N:9]2)=[CH:5][CH:4]=1. (2) Given the product [S:12]1[CH:16]=[CH:15][C:14]([C:2]([C:6](=[O:11])[CH2:7][CH2:8][CH2:9][CH3:10])=[C:3]([CH3:5])[CH3:4])=[CH:13]1, predict the reactants needed to synthesize it. The reactants are: Br[C:2]([C:6](=[O:11])[CH2:7][CH2:8][CH2:9][CH3:10])=[C:3]([CH3:5])[CH3:4].[S:12]1[CH:16]=[CH:15][C:14](B(O)O)=[CH:13]1.[O-]P([O-])([O-])=O.[K+].[K+].[K+]. (3) The reactants are: [Cl:1][C:2]1[N:7]=[N:6][C:5]([NH:8][S:9]([CH2:12][C:13]2[CH:18]=[C:17]([C:19]#[N:20])[CH:16]=[CH:15]C=2Cl)(=[O:11])=[O:10])=[C:4]([O:22][CH3:23])[CH:3]=1.[Cl:24]C1C=C(C#N)C=CC=1S(Cl)(=O)=O.ClC1C=CC(C#N)=CC=1CS(Cl)(=O)=O. Given the product [Cl:24][C:13]1[CH:18]=[C:17]([C:19]#[N:20])[CH:16]=[CH:15][C:12]=1[S:9]([NH:8][C:5]1[N:6]=[N:7][C:2]([Cl:1])=[CH:3][C:4]=1[O:22][CH3:23])(=[O:10])=[O:11], predict the reactants needed to synthesize it.